This data is from NCI-60 drug combinations with 297,098 pairs across 59 cell lines. The task is: Regression. Given two drug SMILES strings and cell line genomic features, predict the synergy score measuring deviation from expected non-interaction effect. (1) Drug 1: CC12CCC3C(C1CCC2O)C(CC4=C3C=CC(=C4)O)CCCCCCCCCS(=O)CCCC(C(F)(F)F)(F)F. Drug 2: C1=NC2=C(N1)C(=S)N=CN2. Cell line: SN12C. Synergy scores: CSS=30.7, Synergy_ZIP=-5.34, Synergy_Bliss=-3.23, Synergy_Loewe=-15.5, Synergy_HSA=-1.09. (2) Drug 1: CC(C)(C#N)C1=CC=C(C=C1)N2C3=C4C=C(C=CC4=NC=C3N(C2=O)C)C5=CC6=CC=CC=C6N=C5. Drug 2: CN1C=C(C=N1)C2=C3N=C(C(=C(N3N=C2)N)Br)C4CCCNC4. Cell line: T-47D. Synergy scores: CSS=43.2, Synergy_ZIP=15.1, Synergy_Bliss=15.8, Synergy_Loewe=-2.95, Synergy_HSA=11.6. (3) Drug 1: C1=C(C(=O)NC(=O)N1)F. Drug 2: CC(C1=C(C=CC(=C1Cl)F)Cl)OC2=C(N=CC(=C2)C3=CN(N=C3)C4CCNCC4)N. Cell line: A549. Synergy scores: CSS=54.7, Synergy_ZIP=4.37, Synergy_Bliss=1.96, Synergy_Loewe=4.83, Synergy_HSA=5.35. (4) Cell line: MOLT-4. Synergy scores: CSS=27.7, Synergy_ZIP=7.37, Synergy_Bliss=8.12, Synergy_Loewe=5.29, Synergy_HSA=5.37. Drug 2: CC(C)NC(=O)C1=CC=C(C=C1)CNNC.Cl. Drug 1: CC1=C(C=C(C=C1)NC2=NC=CC(=N2)N(C)C3=CC4=NN(C(=C4C=C3)C)C)S(=O)(=O)N.Cl.